From a dataset of Catalyst prediction with 721,799 reactions and 888 catalyst types from USPTO. Predict which catalyst facilitates the given reaction. (1) Reactant: CCN(C(C)C)C(C)C.Cl[C:11]1[CH:12]=[CH:13][C:14]2[N:15]([C:17]([C:20]([F:23])([F:22])[F:21])=[N:18][N:19]=2)[N:16]=1.[CH3:24][N:25]([CH:33]1[CH2:38][CH2:37][NH:36][CH2:35][CH2:34]1)[C:26](=[O:32])[O:27][C:28]([CH3:31])([CH3:30])[CH3:29]. Product: [CH3:24][N:25]([CH:33]1[CH2:34][CH2:35][N:36]([C:11]2[CH:12]=[CH:13][C:14]3[N:15]([C:17]([C:20]([F:23])([F:22])[F:21])=[N:18][N:19]=3)[N:16]=2)[CH2:37][CH2:38]1)[C:26](=[O:32])[O:27][C:28]([CH3:31])([CH3:29])[CH3:30]. The catalyst class is: 44. (2) Reactant: C(OC(=O)[NH:7][CH:8]1[CH2:13][CH2:12][N:11]([CH2:14][CH2:15][CH2:16][N:17]2[C:25](=[O:26])[NH:24][C:23]3[C:18]2=[N:19][C:20]([O:28][CH2:29][CH2:30][CH2:31][CH3:32])=[N:21][C:22]=3[NH2:27])[CH2:10][CH2:9]1)(C)(C)C.Cl.CO.[CH3:37][O:38][C:39](=[O:49])[CH2:40][C:41]1[CH:46]=[CH:45][C:44]([CH:47]=O)=[CH:43][CH:42]=1.C([BH3-])#N.[Na+].C(=O)([O-])[O-].[Na+].[Na+]. Product: [CH3:37][O:38][C:39](=[O:49])[CH2:40][C:41]1[CH:42]=[CH:43][C:44]([CH2:47][NH:7][CH:8]2[CH2:13][CH2:12][N:11]([CH2:14][CH2:15][CH2:16][N:17]3[C:25](=[O:26])[NH:24][C:23]4[C:18]3=[N:19][C:20]([O:28][CH2:29][CH2:30][CH2:31][CH3:32])=[N:21][C:22]=4[NH2:27])[CH2:10][CH2:9]2)=[CH:45][CH:46]=1. The catalyst class is: 5. (3) Reactant: [Cl:1][C:2]1[CH:7]=[CH:6][C:5](/[C:8](/[CH3:24])=[CH:9]/[S:10]([NH:13][C:14]2[CH:19]=[CH:18][CH:17]=[CH:16][C:15]=2[S:20]([NH2:23])(=[O:22])=[O:21])(=[O:12])=[O:11])=[CH:4][CH:3]=1.ClC1C=CC(C(=C)CS(NC2C=CC=CC=2S(N)(=O)=O)(=O)=O)=CC=1. Product: [Cl:1][C:2]1[CH:7]=[CH:6][C:5]([CH:8]([CH3:24])[CH2:9][S:10]([NH:13][C:14]2[CH:19]=[CH:18][CH:17]=[CH:16][C:15]=2[S:20]([NH2:23])(=[O:22])=[O:21])(=[O:11])=[O:12])=[CH:4][CH:3]=1. The catalyst class is: 25. (4) Reactant: Cl[CH2:2][C:3]1[N:8]=[C:7]([CH2:9][C:10]([CH3:13])([CH3:12])[CH3:11])[C:6]([C:14]2[CH:19]=[C:18]([O:20][CH3:21])[CH:17]=[CH:16][C:15]=2[F:22])=[CH:5][CH:4]=1.[F:23][C:24]1[CH:29]=[CH:28][C:27]([OH:30])=[CH:26][C:25]=1[CH2:31][CH2:32][C:33]([O:35][CH2:36][CH3:37])=[O:34].C(=O)([O-])[O-].[Cs+].[Cs+].C(OCC)(=O)C. Product: [CH3:11][C:10]([CH3:13])([CH3:12])[CH2:9][C:7]1[N:8]=[C:3]([CH2:2][O:30][C:27]2[CH:28]=[CH:29][C:24]([F:23])=[C:25]([CH2:31][CH2:32][C:33]([O:35][CH2:36][CH3:37])=[O:34])[CH:26]=2)[CH:4]=[CH:5][C:6]=1[C:14]1[CH:19]=[C:18]([O:20][CH3:21])[CH:17]=[CH:16][C:15]=1[F:22]. The catalyst class is: 10.